Dataset: CYP2D6 inhibition data for predicting drug metabolism from PubChem BioAssay. Task: Regression/Classification. Given a drug SMILES string, predict its absorption, distribution, metabolism, or excretion properties. Task type varies by dataset: regression for continuous measurements (e.g., permeability, clearance, half-life) or binary classification for categorical outcomes (e.g., BBB penetration, CYP inhibition). Dataset: cyp2d6_veith. (1) The molecule is COCCN(CCOC)S(=O)(=O)c1ccc(C(=O)Nc2nc(C)c(C(C)=O)s2)cc1. The result is 0 (non-inhibitor). (2) The molecule is CS(=O)(=O)O.Nc1ncnc2c1ncn2C1CCCC1. The result is 0 (non-inhibitor). (3) The molecule is C/C(=N/O)[C@@H]1C[C@H](CC(=O)O)C1(C)C. The result is 0 (non-inhibitor). (4) The molecule is C[C@@H](CNC(N)=O)NC(N)=O. The result is 0 (non-inhibitor). (5) The molecule is COc1ccc2c(c1)CC[C@@H]1[C@@H]3CC[C@@H](NCCCCCCN4C(=O)C=CC4=O)[C@@]3(C)CC[C@@H]21. The result is 0 (non-inhibitor). (6) The molecule is O=C(O)CSc1nc(C(F)(F)F)cc(=O)n1-c1ccccc1. The result is 0 (non-inhibitor). (7) The molecule is O=C(c1csnn1)N1CCC2(CC1)CCN(c1cccc(-c3ccccc3)c1)CC2. The result is 0 (non-inhibitor). (8) The drug is OCCCNc1ncnc2[nH]ncc12. The result is 0 (non-inhibitor). (9) The molecule is C/C(=C1/SC(N2CCCC2)=NC1=O)c1ccc(Br)cc1. The result is 0 (non-inhibitor).